From a dataset of Full USPTO retrosynthesis dataset with 1.9M reactions from patents (1976-2016). Predict the reactants needed to synthesize the given product. (1) Given the product [S:18]1[C:22]2[CH:23]=[CH:24][CH:25]=[CH:26][C:21]=2[N:20]=[C:19]1[N:27]1[CH:10]([C:12]2[CH:17]=[CH:16][CH:15]=[CH:14][CH:13]=2)[CH2:9][C:8]([C:3]2[CH:4]=[CH:5][CH:6]=[CH:7][C:2]=2[OH:1])=[N:28]1, predict the reactants needed to synthesize it. The reactants are: [OH:1][C:2]1[CH:7]=[CH:6][CH:5]=[CH:4][C:3]=1[CH:8]=[CH:9][C:10]([C:12]1[CH:17]=[CH:16][CH:15]=[CH:14][CH:13]=1)=O.[S:18]1[C:22]2[CH:23]=[CH:24][CH:25]=[CH:26][C:21]=2[N:20]=[C:19]1[NH:27][NH2:28]. (2) Given the product [F:1][C:2]1[CH:7]=[CH:6][C:5]([C:8]2[C:9]([C:21]3[CH:26]=[CH:25][CH:24]=[C:23]([CH3:27])[N:22]=3)=[N:10][NH:11][CH:12]=2)=[CH:4][C:3]=1[C:28]1[N:29]=[CH:30][N:31]([CH3:33])[CH:32]=1, predict the reactants needed to synthesize it. The reactants are: [F:1][C:2]1[CH:7]=[CH:6][C:5]([C:8]2[C:9]([C:21]3[CH:26]=[CH:25][CH:24]=[C:23]([CH3:27])[N:22]=3)=[N:10][N:11](COCC[Si](C)(C)C)[CH:12]=2)=[CH:4][C:3]=1[C:28]1[N:29]=[CH:30][N:31]([CH3:33])[CH:32]=1.Cl.C(=O)(O)[O-].[Na+]. (3) Given the product [CH2:1]([O:3][C:4]1[CH:5]=[C:6]2[C:11](=[C:12]3[CH2:16][C:15]([CH3:18])([CH3:17])[O:14][C:13]=13)[C:10]([C:19]1[CH:28]=[CH:27][C:22]([C:23]([O:25][CH2:26][CH3:47])=[O:24])=[C:21]([N:29]([CH2:40][C:41]3[CH:46]=[CH:45][CH:44]=[CH:43][N:42]=3)[C:30](=[O:35])[C:31]([F:32])([F:33])[F:34])[CH:20]=1)=[N:9][C:8]([CH3:36])([CH3:37])[CH2:7]2)[CH3:2], predict the reactants needed to synthesize it. The reactants are: [CH2:1]([O:3][C:4]1[CH:5]=[C:6]2[C:11](=[C:12]3[CH2:16][C:15]([CH3:18])([CH3:17])[O:14][C:13]=13)[C:10]([C:19]1[CH:28]=[CH:27][C:22]([C:23]([O:25][CH3:26])=[O:24])=[C:21]([NH:29][C:30](=[O:35])[C:31]([F:34])([F:33])[F:32])[CH:20]=1)=[N:9][C:8]([CH3:37])([CH3:36])[CH2:7]2)[CH3:2].Cl.Cl[CH2:40][C:41]1[CH:46]=[CH:45][CH:44]=[CH:43][N:42]=1.[C:47](=O)([O-])[O-].[K+].[K+].[I-].[K+].Cl. (4) Given the product [CH3:1][C:2]1[C:7]([O:8][CH2:9][CH3:10])=[CH:6][CH:5]=[CH:4][C:3]=1[N:11]1[C:15](=[O:16])[N:14]([CH3:17])[N:13]=[N:12]1, predict the reactants needed to synthesize it. The reactants are: [CH3:1][C:2]1[C:7]([O:8][CH2:9][CH3:10])=[CH:6][CH:5]=[CH:4][C:3]=1[N:11]1[C:15](=[O:16])[NH:14][N:13]=[N:12]1.[C:17](=O)([O-])[O-].[K+].[K+].CN(C)C=O.S(OC)(OC)(=O)=O. (5) Given the product [CH3:8][C:3]1[N:4]=[C:5]([NH2:7])[S:6][C:2]=1[S:10][CH3:9], predict the reactants needed to synthesize it. The reactants are: Br[C:2]1[S:6][C:5]([NH2:7])=[N:4][C:3]=1[CH3:8].[CH3:9][S-:10].[Na+]. (6) Given the product [Cl:26][Si:25]([CH3:29])([CH3:28])[CH:3]1[C:4]2[C:12](=[CH:11][C:10]3[CH2:9][CH2:8][CH2:7][C:6]=3[CH:5]=2)[CH:13]=[C:2]1[CH3:1], predict the reactants needed to synthesize it. The reactants are: [CH3:1][C:2]1[CH2:3][C:4]2[CH:5]=[C:6]3[C:10](=[CH:11][C:12]=2[CH:13]=1)[CH2:9][CH2:8][CH2:7]3.[Li]CCCC.CCCCCC.[Si:25]([CH3:29])([CH3:28])(Cl)[Cl:26]. (7) Given the product [Cl:20][C:5]1[C:6]([NH:8][C:9]2[CH:14]=[CH:13][C:12]([N:15]([CH3:17])[CH3:16])=[CH:11][C:10]=2[O:18][CH3:19])=[N:7][C:2]([NH:42][C:24]2[C:23]([O:22][CH3:21])=[CH:41][C:27]3[CH2:28][CH2:29][N:30]([CH2:33][CH2:34][N:35]4[CH2:40][CH2:39][O:38][CH2:37][CH2:36]4)[CH2:31][CH2:32][C:26]=3[CH:25]=2)=[N:3][CH:4]=1, predict the reactants needed to synthesize it. The reactants are: Cl[C:2]1[N:7]=[C:6]([NH:8][C:9]2[CH:14]=[CH:13][C:12]([N:15]([CH3:17])[CH3:16])=[CH:11][C:10]=2[O:18][CH3:19])[C:5]([Cl:20])=[CH:4][N:3]=1.[CH3:21][O:22][C:23]1[C:24]([NH2:42])=[CH:25][C:26]2[CH2:32][CH2:31][N:30]([CH2:33][CH2:34][N:35]3[CH2:40][CH2:39][O:38][CH2:37][CH2:36]3)[CH2:29][CH2:28][C:27]=2[CH:41]=1. (8) Given the product [C:14]([O:13][C:11]([N:8]1[CH2:9][CH2:10][CH:5]([CH2:3][OH:2])[CH:6]([C:18]2[CH:23]=[CH:22][C:21]([F:24])=[C:20]([F:25])[CH:19]=2)[CH2:7]1)=[O:12])([CH3:17])([CH3:15])[CH3:16], predict the reactants needed to synthesize it. The reactants are: C[O:2][C:3]([CH:5]1[CH2:10][CH2:9][N:8]([C:11]([O:13][C:14]([CH3:17])([CH3:16])[CH3:15])=[O:12])[CH2:7][CH:6]1[C:18]1[CH:23]=[CH:22][C:21]([F:24])=[C:20]([F:25])[CH:19]=1)=O.[H-].[H-].[H-].[H-].[Li+].[Al+3].[OH-].[Na+].[O-]S([O-])(=O)=O.[Na+].[Na+].